This data is from NCI-60 drug combinations with 297,098 pairs across 59 cell lines. The task is: Regression. Given two drug SMILES strings and cell line genomic features, predict the synergy score measuring deviation from expected non-interaction effect. (1) Drug 1: CC=C1C(=O)NC(C(=O)OC2CC(=O)NC(C(=O)NC(CSSCCC=C2)C(=O)N1)C(C)C)C(C)C. Drug 2: CC(C)(C#N)C1=CC(=CC(=C1)CN2C=NC=N2)C(C)(C)C#N. Cell line: SK-MEL-5. Synergy scores: CSS=23.6, Synergy_ZIP=1.39, Synergy_Bliss=1.82, Synergy_Loewe=-34.8, Synergy_HSA=0.00200. (2) Drug 1: C1=CC(=C2C(=C1NCCNCCO)C(=O)C3=C(C=CC(=C3C2=O)O)O)NCCNCCO. Drug 2: CCCS(=O)(=O)NC1=C(C(=C(C=C1)F)C(=O)C2=CNC3=C2C=C(C=N3)C4=CC=C(C=C4)Cl)F. Cell line: UO-31. Synergy scores: CSS=27.8, Synergy_ZIP=-7.58, Synergy_Bliss=-3.28, Synergy_Loewe=-13.9, Synergy_HSA=-0.697. (3) Cell line: SK-MEL-5. Synergy scores: CSS=-6.37, Synergy_ZIP=1.07, Synergy_Bliss=-4.02, Synergy_Loewe=-9.12, Synergy_HSA=-9.24. Drug 2: CC12CCC3C(C1CCC2O)C(CC4=C3C=CC(=C4)O)CCCCCCCCCS(=O)CCCC(C(F)(F)F)(F)F. Drug 1: CN(C)C1=NC(=NC(=N1)N(C)C)N(C)C. (4) Drug 1: C1=CC(=C2C(=C1NCCNCCO)C(=O)C3=C(C=CC(=C3C2=O)O)O)NCCNCCO. Drug 2: C1CCC(CC1)NC(=O)N(CCCl)N=O. Cell line: T-47D. Synergy scores: CSS=34.1, Synergy_ZIP=-6.01, Synergy_Bliss=-1.47, Synergy_Loewe=-21.8, Synergy_HSA=1.10. (5) Cell line: DU-145. Synergy scores: CSS=19.8, Synergy_ZIP=-10.3, Synergy_Bliss=-5.89, Synergy_Loewe=-14.3, Synergy_HSA=-6.93. Drug 1: CC(C1=C(C=CC(=C1Cl)F)Cl)OC2=C(N=CC(=C2)C3=CN(N=C3)C4CCNCC4)N. Drug 2: CN(CC1=CN=C2C(=N1)C(=NC(=N2)N)N)C3=CC=C(C=C3)C(=O)NC(CCC(=O)O)C(=O)O. (6) Drug 1: C1CCC(C1)C(CC#N)N2C=C(C=N2)C3=C4C=CNC4=NC=N3. Drug 2: C1=CC(=CC=C1CC(C(=O)O)N)N(CCCl)CCCl.Cl. Cell line: U251. Synergy scores: CSS=27.5, Synergy_ZIP=-6.53, Synergy_Bliss=1.73, Synergy_Loewe=-7.44, Synergy_HSA=1.37. (7) Drug 1: COC1=NC(=NC2=C1N=CN2C3C(C(C(O3)CO)O)O)N. Drug 2: C1C(C(OC1N2C=NC(=NC2=O)N)CO)O. Cell line: BT-549. Synergy scores: CSS=18.7, Synergy_ZIP=-0.478, Synergy_Bliss=3.47, Synergy_Loewe=-16.5, Synergy_HSA=4.54.